This data is from Forward reaction prediction with 1.9M reactions from USPTO patents (1976-2016). The task is: Predict the product of the given reaction. (1) The product is: [C:28]([O:27][C:25](=[O:26])[NH:24][C@@H:22]1[CH2:21][C@H:20]([C:32](=[O:34])[N:38]([CH:35]2[CH2:37][CH2:36]2)[CH2:39][C:40]2[CH:45]=[CH:44][CH:43]=[C:42]([CH3:46])[C:41]=2[CH3:47])[CH2:19][NH:18][CH2:23]1)([CH3:29])([CH3:30])[CH3:31]. Given the reactants C1C2C(COC([N:18]3[CH2:23][C@H:22]([NH:24][C:25]([O:27][C:28]([CH3:31])([CH3:30])[CH3:29])=[O:26])[CH2:21][C@H:20]([C:32]([OH:34])=O)[CH2:19]3)=O)C3C(=CC=CC=3)C=2C=CC=1.[CH:35]1([NH:38][CH2:39][C:40]2[CH:45]=[CH:44][CH:43]=[C:42]([CH3:46])[C:41]=2[CH3:47])[CH2:37][CH2:36]1.C(N(C(C)C)C(C)C)C.CCCP(=O)=O.C([O-])([O-])=O.[K+].[K+].C(Cl)Cl.N1CCCCC1, predict the reaction product. (2) Given the reactants [CH3:1][O:2][C:3](=[O:22])[C:4]1[CH:9]=[CH:8][CH:7]=[C:6]([S:10][C:11]2[C:19]3[C:14](=[CH:15][C:16](Br)=[CH:17][CH:18]=3)[NH:13][C:12]=2[CH3:21])[CH:5]=1.[Cu][C:24]#[N:25], predict the reaction product. The product is: [CH3:1][O:2][C:3](=[O:22])[C:4]1[CH:9]=[CH:8][CH:7]=[C:6]([S:10][C:11]2[C:19]3[C:14](=[CH:15][C:16]([C:24]#[N:25])=[CH:17][CH:18]=3)[NH:13][C:12]=2[CH3:21])[CH:5]=1.